This data is from Full USPTO retrosynthesis dataset with 1.9M reactions from patents (1976-2016). The task is: Predict the reactants needed to synthesize the given product. Given the product [C:1]1([CH:11]([OH:13])[CH3:12])[C:10]2[C:5](=[CH:6][CH:7]=[CH:8][CH:9]=2)[CH:4]=[CH:3][N:2]=1, predict the reactants needed to synthesize it. The reactants are: [C:1]1([C:11](C2N=CN(C(C3C=CC=CC=3)(C3C=CC=CC=3)C3C=CC=CC=3)C=2)([OH:13])[CH3:12])[C:10]2[C:5](=[CH:6][CH:7]=[CH:8][CH:9]=2)[CH:4]=[CH:3][N:2]=1.C(O)(C(F)(F)F)=O.